From a dataset of Forward reaction prediction with 1.9M reactions from USPTO patents (1976-2016). Predict the product of the given reaction. Given the reactants [CH3:1]/[C:2](/[Mg]Br)=[CH:3]\[CH3:4].[Br:7][C:8]1[CH:9]=[C:10]([N+:15]([O-])=O)[C:11]([Cl:14])=[N:12][CH:13]=1, predict the reaction product. The product is: [Br:7][C:8]1[CH:13]=[N:12][C:11]([Cl:14])=[C:10]2[NH:15][C:2]([CH3:1])=[C:3]([CH3:4])[C:9]=12.